Dataset: Full USPTO retrosynthesis dataset with 1.9M reactions from patents (1976-2016). Task: Predict the reactants needed to synthesize the given product. (1) The reactants are: [NH2:1][C@H:2]1[CH2:6][CH2:5][N:4]([CH:7]2[CH2:12][CH2:11][N:10]([C:13]3[N:18]=[CH:17][C:16]([CH2:19][CH3:20])=[CH:15][N:14]=3)[CH2:9][CH2:8]2)[C:3]1=[O:21].F[C:23]1[CH:28]=[CH:27][C:26]([S:29]([CH2:32][CH3:33])(=[O:31])=[O:30])=[CH:25][C:24]=1[F:34].C([O-])([O-])=O.[Na+].[Na+].O. Given the product [CH2:19]([C:16]1[CH:15]=[N:14][C:13]([N:10]2[CH2:11][CH2:12][CH:7]([N:4]3[CH2:5][CH2:6][C@H:2]([NH:1][C:23]4[CH:28]=[CH:27][C:26]([S:29]([CH2:32][CH3:33])(=[O:31])=[O:30])=[CH:25][C:24]=4[F:34])[C:3]3=[O:21])[CH2:8][CH2:9]2)=[N:18][CH:17]=1)[CH3:20], predict the reactants needed to synthesize it. (2) Given the product [OH:19][C:16]1[CH:17]=[CH:18][C:13]([C:11]([C:6]2[CH:5]=[CH:4][C:2]([OH:3])=[C:1]([O:8][CH3:9])[CH:7]=2)([CH3:12])[CH3:10])=[CH:14][CH:15]=1, predict the reactants needed to synthesize it. The reactants are: [C:1]1([O:8][CH3:9])[C:2](=[CH:4][CH:5]=[CH:6][CH:7]=1)[OH:3].[CH3:10][C:11](C1C=CC(O)=CC=1)([C:13]1[CH:14]=[CH:15][C:16]([OH:19])=[CH:17][CH:18]=1)[CH3:12].CC(C1C=CC(O)=CC=1)(C1C=CC(O)=CC=1)C.C(C1C=CC(O)=CC=1)(C1C=CC=CC=1)(C)C.O=C([O-])[C@@H]([C@H]([C@@H]([C@@H](CO)O)O)O)O.[Na+].C(Cl)(Cl)=O. (3) Given the product [CH3:19][C:2]([N:20]1[CH:24]=[N:23][N:22]=[N:21]1)([CH3:1])[CH2:3][O:4][C:5]1[CH:6]=[CH:7][C:8]([NH2:11])=[N:9][CH:10]=1, predict the reactants needed to synthesize it. The reactants are: [CH3:1][C:2]([N:20]1[CH:24]=[N:23][N:22]=[N:21]1)([CH3:19])[CH2:3][O:4][C:5]1[CH:6]=[CH:7][C:8]([NH:11]C(=O)OC(C)(C)C)=[N:9][CH:10]=1.C(=O)([O-])O.[Na+]. (4) Given the product [F:1][C:2]1[CH:3]=[C:4]([S:8]([O:11][C:12]2[CH:13]=[C:14]3[C:18](=[CH:19][CH:20]=2)[NH:17][N:16]=[CH:15]3)(=[O:9])=[O:10])[CH:5]=[CH:6][CH:7]=1, predict the reactants needed to synthesize it. The reactants are: [F:1][C:2]1[CH:3]=[C:4]([S:8]([O:11][C:12]2[CH:13]=[C:14]3[C:18](=[CH:19][CH:20]=2)[N:17](C(=O)C)[N:16]=[CH:15]3)(=[O:10])=[O:9])[CH:5]=[CH:6][CH:7]=1.Cl.C(=O)([O-])O.[Na+].C(OC(C)C)(C)C. (5) Given the product [C:24]([C:21]1[CH:22]=[CH:23][C:18]([N:17]2[C:13]([C:12]3[N:8]([CH2:7][C:6]([OH:38])=[O:5])[C:9](=[O:37])[N:10]([C:27]4[CH:32]=[CH:31][CH:30]=[C:29]([C:33]([F:36])([F:35])[F:34])[CH:28]=4)[C:11]=3[CH3:26])=[CH:14][CH:15]=[N:16]2)=[CH:19][CH:20]=1)#[N:25], predict the reactants needed to synthesize it. The reactants are: C([O:5][C:6](=[O:38])[CH2:7][N:8]1[C:12]([C:13]2[N:17]([C:18]3[CH:23]=[CH:22][C:21]([C:24]#[N:25])=[CH:20][CH:19]=3)[N:16]=[CH:15][CH:14]=2)=[C:11]([CH3:26])[N:10]([C:27]2[CH:32]=[CH:31][CH:30]=[C:29]([C:33]([F:36])([F:35])[F:34])[CH:28]=2)[C:9]1=[O:37])(C)(C)C.C(O)(C(F)(F)F)=O. (6) Given the product [CH3:14][N:15]([C:16]1[CH:17]=[CH:18][C:19]([C:22]2[S:23][C:24]3[CH:30]=[C:29]([O:31][CH2:32][CH2:33][F:34])[CH:28]=[CH:27][C:25]=3[CH:26]=2)=[CH:20][CH:21]=1)[CH3:1], predict the reactants needed to synthesize it. The reactants are: [C:1](=O)([O-])[O-].[K+].[K+].IC.O1CCCC1.[CH3:14][NH:15][C:16]1[CH:21]=[CH:20][C:19]([C:22]2[S:23][C:24]3[CH:30]=[C:29]([O:31][CH2:32][CH2:33][F:34])[CH:28]=[CH:27][C:25]=3[CH:26]=2)=[CH:18][CH:17]=1.